Dataset: Reaction yield outcomes from USPTO patents with 853,638 reactions. Task: Predict the reaction yield, written as a fraction of the theoretical maximum amount of product (1.0 means a 100% yield; for example, 0.34 means a 34% yield). (1) The reactants are Br[C:2]1[CH:11]=[C:10]2[C:5]([N:6]=[CH:7][C:8](=[O:12])[NH:9]2)=[CH:4][CH:3]=1.[CH3:13][S-:14].[Na+]. The catalyst is CN1CCCC1=O. The product is [CH3:13][S:14][C:2]1[CH:11]=[C:10]2[C:5]([N:6]=[CH:7][C:8](=[O:12])[NH:9]2)=[CH:4][CH:3]=1. The yield is 0.540. (2) The reactants are Br[C:2]1[CH:3]=[CH:4][C:5]2[N:9]=[C:8]([O:10][CH2:11][CH2:12][F:13])[N:7]([C:14]3[CH:19]=[CH:18][N:17]=[C:16]([NH2:20])[N:15]=3)[C:6]=2[CH:21]=1.[C:22]([Si:24]([CH3:27])([CH3:26])[CH3:25])#[CH:23].C(N(CC)CC)C. The yield is 0.380. The catalyst is CS(C)=O.ClCCl.[Pd](Cl)Cl.C1(P(C2C=CC=CC=2)C2C=CC=CC=2)C=CC=CC=1.C1(P(C2C=CC=CC=2)C2C=CC=CC=2)C=CC=CC=1. The product is [F:13][CH2:12][CH2:11][O:10][C:8]1[N:7]([C:14]2[CH:19]=[CH:18][N:17]=[C:16]([NH2:20])[N:15]=2)[C:6]2[CH:21]=[C:2]([C:23]#[C:22][Si:24]([CH3:27])([CH3:26])[CH3:25])[CH:3]=[CH:4][C:5]=2[N:9]=1. (3) The reactants are [Cl:1][C:2]1[C:3]([OH:14])=[CH:4][C:5]([O:12][CH3:13])=[C:6]([CH:11]=1)[C:7](OC)=[O:8]. The catalyst is C1COCC1. The product is [Cl:1][C:2]1[CH:11]=[C:6]([CH2:7][OH:8])[C:5]([O:12][CH3:13])=[CH:4][C:3]=1[OH:14]. The yield is 0.340. (4) The reactants are Br[CH2:2][C:3]#[C:4][CH3:5].[H-].[Na+].[OH:8][C:9]1([C:20]2[CH:25]=[CH:24][CH:23]=[CH:22][C:21]=2[CH3:26])[CH2:12][N:11]([C:13]([O:15][C:16]([CH3:19])([CH3:18])[CH3:17])=[O:14])[CH2:10]1.O. The catalyst is CN(C)C=O. The product is [CH2:2]([O:8][C:9]1([C:20]2[CH:25]=[CH:24][CH:23]=[CH:22][C:21]=2[CH3:26])[CH2:12][N:11]([C:13]([O:15][C:16]([CH3:19])([CH3:18])[CH3:17])=[O:14])[CH2:10]1)[C:3]#[C:4][CH3:5]. The yield is 0.810. (5) The reactants are [CH2:1]([C:3]1[C:11]([CH3:12])=[C:10]2[C:6]([C:7](=[O:13])[O:8][CH2:9]2)=[C:5]([O:14][CH2:15][CH2:16][Si:17]([CH3:20])([CH3:19])[CH3:18])[C:4]=1[CH2:21][CH:22]=[C:23]([CH3:26])[CH:24]=O)[CH3:2].C(O)(=O)C(O)=O.[CH2:33]([O:35][P:36]([CH2:41][CH2:42][NH2:43])(=[O:40])[O:37][CH2:38][CH3:39])[CH3:34].C(O)(=O)C.C(O[BH-](OC(=O)C)OC(=O)C)(=O)C.[Na+]. The catalyst is CN(C=O)C. The product is [CH2:38]([O:37][P:36]([CH2:41][CH2:42][NH:43][CH2:26][C:23]([CH3:24])=[CH:22][CH2:21][C:4]1[C:5]([O:14][CH2:15][CH2:16][Si:17]([CH3:20])([CH3:18])[CH3:19])=[C:6]2[C:10](=[C:11]([CH3:12])[C:3]=1[CH2:1][CH3:2])[CH2:9][O:8][C:7]2=[O:13])(=[O:40])[O:35][CH2:33][CH3:34])[CH3:39]. The yield is 0.970. (6) The reactants are [C:1]([C@H:5]1[CH2:10][CH2:9][C@H:8]([O:11][C:12]2[CH:21]=[C:20]([CH3:22])[C:19]3[C:14](=[CH:15][CH:16]=[CH:17][CH:18]=3)[C:13]=2[CH2:23][N:24]2[CH2:29][CH2:28][C:27]([CH3:35])([C:30]([O:32]CC)=[O:31])[CH2:26][CH2:25]2)[CH2:7][CH2:6]1)([CH3:4])([CH3:3])[CH3:2].[OH-].[Na+].Cl. The catalyst is C1COCC1.CO.O. The yield is 0.500. The product is [C:1]([C@H:5]1[CH2:6][CH2:7][C@H:8]([O:11][C:12]2[CH:21]=[C:20]([CH3:22])[C:19]3[C:14](=[CH:15][CH:16]=[CH:17][CH:18]=3)[C:13]=2[CH2:23][N:24]2[CH2:25][CH2:26][C:27]([CH3:35])([C:30]([OH:32])=[O:31])[CH2:28][CH2:29]2)[CH2:9][CH2:10]1)([CH3:4])([CH3:2])[CH3:3]. (7) The reactants are [Br:1][C:2]([CH2:4][CH2:5][CH2:6][CH2:7][CH2:8][CH3:9])=[CH2:3].[CH:10]([Br:13])(Br)[Br:11].[Br-].[Br-].C([N+](C)(C)CC[N+](CC1C=CC=CC=1)(C)C)C1C=CC=CC=1.[OH-].[K+]. The catalyst is C(Cl)Cl.O. The product is [Br:11][C:10]1([Br:13])[CH2:3][C:2]1([Br:1])[CH2:4][CH2:5][CH2:6][CH2:7][CH2:8][CH3:9]. The yield is 0.510. (8) The reactants are C(O)(C(F)(F)F)=O.[CH:8]([C:11]1[N:12]=[C:13]([C:16]2[CH:25]=[C:24]([O:26][CH:27]3[CH2:45][CH:44]4[N:29]([C:30](=[O:65])[N:31](CC5C=CC(OC)=CC=5)[CH2:32][CH2:33][CH2:34][CH2:35][CH2:36][CH:37]=[CH:38][CH:39]5[C:41]([C:47]([NH:49][S:50]([CH:53]6[CH2:55][CH2:54]6)(=[O:52])=[O:51])=[O:48])([NH:42][C:43]4=[O:46])[CH2:40]5)[CH2:28]3)[C:23]3[C:18](=[C:19]([CH3:68])[C:20]([O:66][CH3:67])=[CH:21][CH:22]=3)[N:17]=2)[S:14][CH:15]=1)([CH3:10])[CH3:9].O.C([O-])(O)=O.[Na+]. The catalyst is C(Cl)Cl. The product is [CH:8]([C:11]1[N:12]=[C:13]([C:16]2[CH:25]=[C:24]([O:26][CH:27]3[CH2:45][CH:44]4[N:29]([C:30](=[O:65])[NH:31][CH2:32][CH2:33][CH2:34][CH2:35][CH2:36][CH:37]=[CH:38][CH:39]5[C:41]([C:47]([NH:49][S:50]([CH:53]6[CH2:55][CH2:54]6)(=[O:52])=[O:51])=[O:48])([NH:42][C:43]4=[O:46])[CH2:40]5)[CH2:28]3)[C:23]3[C:18](=[C:19]([CH3:68])[C:20]([O:66][CH3:67])=[CH:21][CH:22]=3)[N:17]=2)[S:14][CH:15]=1)([CH3:10])[CH3:9]. The yield is 0.730. (9) The product is [NH:8]1[C:5]2=[N:6][CH:7]=[C:2]([C:23]3[CH:24]=[C:19]([C:17]([N:11]4[CH2:16][CH2:15][O:14][CH2:13][CH2:12]4)=[O:18])[CH:20]=[CH:21][CH:22]=3)[CH:3]=[C:4]2[CH:10]=[CH:9]1. The catalyst is O1CCOCC1.O.C1C=CC([P]([Pd]([P](C2C=CC=CC=2)(C2C=CC=CC=2)C2C=CC=CC=2)([P](C2C=CC=CC=2)(C2C=CC=CC=2)C2C=CC=CC=2)[P](C2C=CC=CC=2)(C2C=CC=CC=2)C2C=CC=CC=2)(C2C=CC=CC=2)C2C=CC=CC=2)=CC=1. The yield is 0.840. The reactants are Br[C:2]1[CH:3]=[C:4]2[CH:10]=[CH:9][NH:8][C:5]2=[N:6][CH:7]=1.[N:11]1([C:17]([C:19]2[CH:20]=[C:21](B(O)O)[CH:22]=[CH:23][CH:24]=2)=[O:18])[CH2:16][CH2:15][O:14][CH2:13][CH2:12]1.C(=O)(O)[O-].[Na+]. (10) The reactants are [NH2:1][C:2]1[N:11]=[CH:10][C:9]2[C:8](SC)=[N:7][CH:6]=[N:5][C:4]=2[CH:3]=1.[F:14][C:15]([F:25])([F:24])[C:16]1[CH:17]=[C:18]([CH:21]=[CH:22][CH:23]=1)[CH2:19][NH2:20]. No catalyst specified. The product is [NH2:1][C:2]1[N:11]=[CH:10][C:9]2[C:8]([NH:20][CH2:19][C:18]3[CH:21]=[CH:22][CH:23]=[C:16]([C:15]([F:14])([F:24])[F:25])[CH:17]=3)=[N:7][CH:6]=[N:5][C:4]=2[CH:3]=1. The yield is 0.630.